The task is: Predict which catalyst facilitates the given reaction.. This data is from Catalyst prediction with 721,799 reactions and 888 catalyst types from USPTO. (1) Reactant: [Br:1][C:2]1[N:7]=[C:6]([C:8]([OH:10])=O)[CH:5]=[CH:4][CH:3]=1.[CH3:11][C:12]1([CH3:18])[CH2:17][CH2:16][CH2:15][NH:14][CH2:13]1.C(N(CC)C(C)C)(C)C.CN(C(ON1N=NC2C=CC=CC1=2)=[N+](C)C)C.F[P-](F)(F)(F)(F)F. Product: [Br:1][C:2]1[N:7]=[C:6]([C:8]([N:14]2[CH2:15][CH2:16][CH2:17][C:12]([CH3:18])([CH3:11])[CH2:13]2)=[O:10])[CH:5]=[CH:4][CH:3]=1. The catalyst class is: 10. (2) Reactant: [Cl:1][C:2]1[CH:10]=[CH:9][CH:8]=[C:7]2[C:3]=1[C:4]([C:16]([OH:18])=O)=[CH:5][N:6]2[CH2:11][C:12]([F:15])([F:14])[F:13].CN(C(ON1N=NC2C=CC=NC1=2)=[N+](C)C)C.F[P-](F)(F)(F)(F)F.[NH2:43][CH2:44][C:45]1([OH:54])[CH2:50][CH:49]([CH3:51])[CH2:48][C:47]([F:53])([F:52])[CH2:46]1.CCN(C(C)C)C(C)C. Product: [Cl:1][C:2]1[CH:10]=[CH:9][CH:8]=[C:7]2[C:3]=1[C:4]([C:16]([NH:43][CH2:44][C:45]1([OH:54])[CH2:50][CH:49]([CH3:51])[CH2:48][C:47]([F:53])([F:52])[CH2:46]1)=[O:18])=[CH:5][N:6]2[CH2:11][C:12]([F:13])([F:14])[F:15]. The catalyst class is: 3. (3) Reactant: [CH3:1][N:2]([CH3:20])[C:3]1[CH:8]=[CH:7][C:6](/[CH:9]=[CH:10]/[C:11]([C:13]2[CH:18]=[CH:17][C:16]([OH:19])=[CH:15][CH:14]=2)=[O:12])=[CH:5][CH:4]=1.[CH2:21](Cl)[CH2:22][OH:23].C([O-])([O-])=O.[K+].[K+].O. Product: [OH:23][CH2:22][CH2:21][O:19][C:16]1[CH:15]=[CH:14][C:13]([C:11](=[O:12])/[CH:10]=[CH:9]/[C:6]2[CH:5]=[CH:4][C:3]([N:2]([CH3:1])[CH3:20])=[CH:8][CH:7]=2)=[CH:18][CH:17]=1. The catalyst class is: 9. (4) Reactant: [Cl:1][C:2]1[C:7]([CH:8]([CH3:10])[CH3:9])=[C:6](Cl)[N:5]2[N:12]=[CH:13][C:14]([C:15]#[N:16])=[C:4]2[N:3]=1.[OH-:17].[Na+]. Product: [Cl:1][C:2]1[NH:3][C:4]2[N:5]([N:12]=[CH:13][C:14]=2[C:15]#[N:16])[C:6](=[O:17])[C:7]=1[CH:8]([CH3:10])[CH3:9]. The catalyst class is: 1.